Dataset: Full USPTO retrosynthesis dataset with 1.9M reactions from patents (1976-2016). Task: Predict the reactants needed to synthesize the given product. (1) Given the product [ClH:47].[OH:46][C:43]1[CH:44]=[CH:45][C:40]([CH:32]([C:33]2[CH:38]=[CH:37][C:36]([OH:39])=[CH:35][CH:34]=2)[CH2:31][NH:30][C:9]2[N:8]=[C:7]([N:4]3[CH2:5][CH2:6][C@@H:2]([NH:1][C:72]([NH:71][CH2:68][C:109]4[CH:108]=[N:107][CH:106]=[CH:105][CH:104]=4)=[O:73])[CH2:3]3)[N:15]=[C:14]3[C:10]=2[N:11]=[CH:12][N:13]3[C@@H:16]2[CH2:20][C@H:19]([N:21]3[N:25]=[N:24][C:23]([CH2:26][CH3:27])=[N:22]3)[C@@H:18]([OH:28])[C@H:17]2[OH:29])=[CH:41][CH:42]=1, predict the reactants needed to synthesize it. The reactants are: [NH2:1][C@@H:2]1[CH2:6][CH2:5][N:4]([C:7]2[N:15]=[C:14]3[C:10]([N:11]=[CH:12][N:13]3[C@@H:16]3[CH2:20][C@H:19]([N:21]4[N:25]=[N:24][C:23]([CH2:26][CH3:27])=[N:22]4)[C@@H:18]([OH:28])[C@H:17]3[OH:29])=[C:9]([NH:30][CH2:31][CH:32]([C:40]3[CH:45]=[CH:44][C:43]([OH:46])=[CH:42][CH:41]=3)[C:33]3[CH:38]=[CH:37][C:36]([OH:39])=[CH:35][CH:34]=3)[N:8]=2)[CH2:3]1.[ClH:47].C1(C(C2C=CC=CC=2)CNC2N=C(N3CC[C@@H:68]([NH:71][C:72](NCC4C=CC=CN=4)=[O:73])C3)N=C3C=2N=CN3[C@@H]2C[C@H](N3N=NC(CC)=N3)[C@@H](O)[C@H]2O)C=CC=CC=1.NC[C:104]1[CH:109]=[CH:108][N:107]=[CH:106][CH:105]=1. (2) Given the product [OH:1][CH2:2][CH2:3][CH2:4][CH2:5][NH:6][CH2:8][C:9]([O:11][C:12]([CH3:15])([CH3:14])[CH3:13])=[O:10], predict the reactants needed to synthesize it. The reactants are: [OH:1][CH2:2][CH2:3][CH2:4][CH2:5][NH2:6].Br[CH2:8][C:9]([O:11][C:12]([CH3:15])([CH3:14])[CH3:13])=[O:10]. (3) Given the product [CH3:18][C:11]1([CH3:19])[CH2:10][C@H:9]([NH:8][C:6]2[C:5]([F:20])=[CH:4][N:3]=[C:2]([NH:21][C:22]3[CH:23]=[CH:24][C:25]([N:35]4[CH2:40][CH2:39][N:38]([CH:41]5[CH2:44][O:43][CH2:42]5)[CH2:37][CH2:36]4)=[C:26]([N:28]4[C:32](=[O:33])[N:31]([CH3:34])[N:30]=[N:29]4)[CH:27]=3)[N:7]=2)[CH2:17][C@H:16]2[N:12]1[CH2:13][CH2:14][CH2:15]2, predict the reactants needed to synthesize it. The reactants are: Cl[C:2]1[N:7]=[C:6]([NH:8][C@@H:9]2[CH2:17][C@H:16]3[N:12]([CH2:13][CH2:14][CH2:15]3)[C:11]([CH3:19])([CH3:18])[CH2:10]2)[C:5]([F:20])=[CH:4][N:3]=1.[NH2:21][C:22]1[CH:23]=[CH:24][C:25]([N:35]2[CH2:40][CH2:39][N:38]([CH:41]3[CH2:44][O:43][CH2:42]3)[CH2:37][CH2:36]2)=[C:26]([N:28]2[C:32](=[O:33])[N:31]([CH3:34])[N:30]=[N:29]2)[CH:27]=1.CC1C=CC(S(O)(=O)=O)=CC=1. (4) The reactants are: [CH2:1]([S:5]([NH:8][C@@H:9]([C:12]([OH:14])=[O:13])[CH2:10][OH:11])(=[O:7])=[O:6])[CH2:2][CH2:3][CH3:4].[NH2:15][C@H:16]([C:18]([OH:20])=O)[CH3:17].[CH2:21](Cl)CCl.O[N:26]1[C:30]2C=CC=CC=2N=N1.[N:35]1[C:40](C)=[CH:39][C:38](C)=[CH:37][C:36]=1[CH3:43]. Given the product [CH2:1]([S:5]([NH:8][C@@H:9]([C:12]([OH:14])=[O:13])[CH2:10][OH:11])(=[O:6])=[O:7])[CH2:2][CH2:3][CH3:4].[C:30]([C:40]1[CH:39]=[CH:38][C:37]([CH2:36][NH:43][C:18](=[O:20])[C@H:16]([CH3:17])[NH2:15])=[CH:21][CH:35]=1)#[N:26], predict the reactants needed to synthesize it. (5) Given the product [Br:19][CH2:20][C:21]([C:8]1[CH:9]=[CH:10][C:5]([CH2:11][CH2:12][CH2:13][CH2:14][CH2:15][CH2:16][CH2:17][CH3:18])=[CH:6][CH:7]=1)=[O:22], predict the reactants needed to synthesize it. The reactants are: [Cl-].[Al+3].[Cl-].[Cl-].[C:5]1([CH2:11][CH2:12][CH2:13][CH2:14][CH2:15][CH2:16][CH2:17][CH3:18])[CH:10]=[CH:9][CH:8]=[CH:7][CH:6]=1.[Br:19][CH2:20][C:21](Br)=[O:22]. (6) Given the product [CH:59]1([C@H:54]([NH:53][C:23]([C:14]2[C:13]([NH:12][C:10]([NH:9][C:2]3[C:3]([CH3:8])=[CH:4][C:5]([CH3:7])=[CH:6][C:1]=3[CH3:26])=[O:11])=[CH:22][C:21]3[C:16](=[CH:17][CH:18]=[CH:19][CH:20]=3)[CH:15]=2)=[O:24])[C:55]([O:57][CH3:58])=[O:56])[CH2:64][CH2:63][CH2:62][CH2:61][CH2:60]1, predict the reactants needed to synthesize it. The reactants are: [C:1]1([CH3:26])[CH:6]=[C:5]([CH3:7])[CH:4]=[C:3]([CH3:8])[C:2]=1[NH:9][C:10]([NH:12][C:13]1[C:14]([C:23](O)=[O:24])=[CH:15][C:16]2[C:21]([CH:22]=1)=[CH:20][CH:19]=[CH:18][CH:17]=2)=[O:11].CC1C=CC=C(C)C=1NC(NC1C(C(O)=O)=CC2C(C=1)=CC=CC=2)=O.Cl.[NH2:53][C@@H:54]([CH:59]1[CH2:64][CH2:63][CH2:62][CH2:61][CH2:60]1)[C:55]([O:57][CH3:58])=[O:56].Cl.COC(=O)CCN. (7) Given the product [CH3:14][N:13]([CH2:15][CH:16]1[CH2:25][C:24]2[C:19](=[CH:20][C:21]([NH:26][C:27]([C:29]3[CH:30]=[CH:31][C:32]([C:35]4[CH:40]=[CH:39][CH:38]=[CH:37][CH:36]=4)=[CH:33][CH:34]=3)=[O:28])=[CH:22][CH:23]=2)[N:18]([S:2]([CH3:1])(=[O:4])=[O:3])[CH2:17]1)[CH3:12], predict the reactants needed to synthesize it. The reactants are: [CH3:1][S:2](Cl)(=[O:4])=[O:3].N1C=CC=CC=1.[CH3:12][N:13]([CH2:15][CH:16]1[CH2:25][C:24]2[C:19](=[CH:20][C:21]([NH:26][C:27]([C:29]3[CH:34]=[CH:33][C:32]([C:35]4[CH:40]=[CH:39][CH:38]=[CH:37][CH:36]=4)=[CH:31][CH:30]=3)=[O:28])=[CH:22][CH:23]=2)[NH:18][CH2:17]1)[CH3:14].C(=O)([O-])[O-].[K+].[K+].